From a dataset of NCI-60 drug combinations with 297,098 pairs across 59 cell lines. Regression. Given two drug SMILES strings and cell line genomic features, predict the synergy score measuring deviation from expected non-interaction effect. (1) Drug 1: CC1C(C(=O)NC(C(=O)N2CCCC2C(=O)N(CC(=O)N(C(C(=O)O1)C(C)C)C)C)C(C)C)NC(=O)C3=C4C(=C(C=C3)C)OC5=C(C(=O)C(=C(C5=N4)C(=O)NC6C(OC(=O)C(N(C(=O)CN(C(=O)C7CCCN7C(=O)C(NC6=O)C(C)C)C)C)C(C)C)C)N)C. Synergy scores: CSS=43.5, Synergy_ZIP=-0.871, Synergy_Bliss=9.73, Synergy_Loewe=-34.1, Synergy_HSA=15.0. Drug 2: CC1=C(C(CCC1)(C)C)C=CC(=CC=CC(=CC(=O)O)C)C. Cell line: HS 578T. (2) Drug 1: CC1=C(C=C(C=C1)C(=O)NC2=CC(=CC(=C2)C(F)(F)F)N3C=C(N=C3)C)NC4=NC=CC(=N4)C5=CN=CC=C5. Drug 2: CC1CCCC2(C(O2)CC(NC(=O)CC(C(C(=O)C(C1O)C)(C)C)O)C(=CC3=CSC(=N3)C)C)C. Cell line: SNB-75. Synergy scores: CSS=46.3, Synergy_ZIP=1.98, Synergy_Bliss=0.701, Synergy_Loewe=-20.6, Synergy_HSA=2.97. (3) Drug 1: C1CCC(C1)C(CC#N)N2C=C(C=N2)C3=C4C=CNC4=NC=N3. Drug 2: COC1=CC(=CC(=C1O)OC)C2C3C(COC3=O)C(C4=CC5=C(C=C24)OCO5)OC6C(C(C7C(O6)COC(O7)C8=CC=CS8)O)O. Cell line: NCI-H322M. Synergy scores: CSS=4.65, Synergy_ZIP=-1.60, Synergy_Bliss=-0.736, Synergy_Loewe=-3.19, Synergy_HSA=-1.26.